The task is: Predict the reactants needed to synthesize the given product.. This data is from Full USPTO retrosynthesis dataset with 1.9M reactions from patents (1976-2016). Given the product [Cl:17][C:18]1[CH:19]=[C:20]2[C:21](=[CH:22][CH:23]=1)[NH:24][C:8]([C:5]1[CH:6]=[CH:7][C:2]([Cl:1])=[CH:3][CH:4]=1)=[C:9]2[CH2:10][CH2:11][C:12]([OH:14])=[O:13], predict the reactants needed to synthesize it. The reactants are: [Cl:1][C:2]1[CH:7]=[CH:6][C:5]([C:8](=O)[CH2:9][CH2:10][CH2:11][C:12]([OH:14])=[O:13])=[CH:4][CH:3]=1.Cl.[Cl:17][C:18]1[CH:23]=[CH:22][C:21]([NH:24]N)=[CH:20][CH:19]=1.